Predict the product of the given reaction. From a dataset of Forward reaction prediction with 1.9M reactions from USPTO patents (1976-2016). The product is: [CH2:1]([CH:5]1[N:10]([C:11](=[O:26])[CH2:12][CH2:13][C:14]2[NH:18][CH:17]=[N:16][CH:15]=2)[CH2:9][CH2:8][N:7]2[CH:27]=[C:28]([C:30]3[CH:35]=[CH:34][CH:33]=[CH:32][C:31]=3[O:36][CH3:37])[N:29]=[C:6]12)[CH2:2][CH2:3][CH3:4]. Given the reactants [CH2:1]([CH:5]1[N:10]([C:11](=[O:26])[CH2:12][CH2:13][C:14]2[NH:18][C:17](C(OC(C)(C)C)=O)=[N:16][CH:15]=2)[CH2:9][CH2:8][N:7]2[CH:27]=[C:28]([C:30]3[CH:35]=[CH:34][CH:33]=[CH:32][C:31]=3[O:36][CH3:37])[N:29]=[C:6]12)[CH2:2][CH2:3][CH3:4].Cl, predict the reaction product.